This data is from Full USPTO retrosynthesis dataset with 1.9M reactions from patents (1976-2016). The task is: Predict the reactants needed to synthesize the given product. (1) Given the product [CH:15]1[C:16]2[C:21](=[CH:20][CH:19]=[CH:18][CH:17]=2)[CH:22]=[CH:23][C:14]=1[S:11]([N:8]1[CH2:9][CH2:10][N:5]([C:3](=[O:4])[CH2:2][CH2:32][C:29]2[CH:28]=[CH:27][C:26]([C:25]([F:24])([F:37])[F:38])=[CH:31][CH:30]=2)[CH2:6][CH2:7]1)(=[O:13])=[O:12], predict the reactants needed to synthesize it. The reactants are: Cl[CH2:2][C:3]([N:5]1[CH2:10][CH2:9][N:8]([S:11]([C:14]2[CH:23]=[CH:22][C:21]3[C:16](=[CH:17][CH:18]=[CH:19][CH:20]=3)[CH:15]=2)(=[O:13])=[O:12])[CH2:7][CH2:6]1)=[O:4].[F:24][C:25]([F:38])([F:37])[C:26]1[CH:31]=[CH:30][C:29]([CH2:32]CC(O)=O)=[CH:28][CH:27]=1.CCN(C(C)C)C(C)C.CN(C(ON1N=NC2C=CC=NC1=2)=[N+](C)C)C.F[P-](F)(F)(F)(F)F. (2) Given the product [OH:1][CH:2]1[CH2:7][CH2:6][N:5]([C:19]([O:21][C:22]([CH3:25])([CH3:24])[CH3:23])=[O:20])[CH:4]([C:8]([O:10][CH3:11])=[O:9])[CH2:3]1, predict the reactants needed to synthesize it. The reactants are: [OH:1][CH:2]1[CH2:7][CH2:6][NH:5][CH:4]([C:8]([O:10][CH3:11])=[O:9])[CH2:3]1.C(N(CC)CC)C.[C:19](O[C:19]([O:21][C:22]([CH3:25])([CH3:24])[CH3:23])=[O:20])([O:21][C:22]([CH3:25])([CH3:24])[CH3:23])=[O:20]. (3) Given the product [Br:1][C:2]1[N:6]=[C:5]([C:7]2[CH:12]=[CH:11][CH:10]=[C:9]([O:13][C:14]([F:17])([F:16])[F:15])[CH:8]=2)[N:4]([CH3:18])[C:3]=1[C:19]([N:21]1[CH2:22][CH2:23][CH:24]([N:27]2[CH2:31][CH2:30][CH2:29][C@H:28]2[CH2:32][OH:33])[CH2:25][CH2:26]1)=[O:20], predict the reactants needed to synthesize it. The reactants are: [Br:1][C:2]1[N:6]=[C:5]([C:7]2[CH:12]=[CH:11][CH:10]=[C:9]([O:13][C:14]([F:17])([F:16])[F:15])[CH:8]=2)[N:4]([CH3:18])[C:3]=1[C:19]([N:21]1[CH2:26][CH2:25][CH:24]([N:27]2[CH2:31][CH2:30][CH2:29][C@H:28]2[CH2:32][O:33]C(=O)C2C=CC=CC=2)[CH2:23][CH2:22]1)=[O:20].BrC1N=C(C2C=CC=C(OC(F)(F)F)C=2)N(C)C=1C(O)=O.N1CCC(N2CCC[C@H]2COC(=O)C2C=CC=CC=2)CC1.[Li+].[OH-].Cl. (4) Given the product [NH2:8][C:9]1[C:14]([NH2:15])=[CH:13][C:12]([S:23][S:24]([C:27]2[CH:32]=[CH:31][C:30]([CH3:33])=[CH:29][CH:28]=2)(=[O:26])=[O:25])=[C:11]([CH:34]([CH3:36])[CH3:35])[CH:10]=1, predict the reactants needed to synthesize it. The reactants are: C(OC([NH:8][C:9]1[C:14]([NH:15]C(OC(C)(C)C)=O)=[CH:13][C:12]([S:23][S:24]([C:27]2[CH:32]=[CH:31][C:30]([CH3:33])=[CH:29][CH:28]=2)(=[O:26])=[O:25])=[C:11]([CH:34]([CH3:36])[CH3:35])[CH:10]=1)=O)(C)(C)C. (5) The reactants are: C([O:8][C:9]1[CH:14]=[CH:13][C:12]([C:15]2[C:23]3[C:18](=[N:19][CH:20]=[N:21][C:22]=3[NH2:24])[N:17]([CH:25]3[CH2:29][CH2:28][CH2:27][CH2:26]3)[N:16]=2)=[CH:11][CH:10]=1)C1C=CC=CC=1.C([O-])=O.[NH4+]. Given the product [NH2:24][C:22]1[N:21]=[CH:20][N:19]=[C:18]2[N:17]([CH:25]3[CH2:29][CH2:28][CH2:27][CH2:26]3)[N:16]=[C:15]([C:12]3[CH:11]=[CH:10][C:9]([OH:8])=[CH:14][CH:13]=3)[C:23]=12, predict the reactants needed to synthesize it.